Dataset: CYP2C9 inhibition data for predicting drug metabolism from PubChem BioAssay. Task: Regression/Classification. Given a drug SMILES string, predict its absorption, distribution, metabolism, or excretion properties. Task type varies by dataset: regression for continuous measurements (e.g., permeability, clearance, half-life) or binary classification for categorical outcomes (e.g., BBB penetration, CYP inhibition). Dataset: cyp2c9_veith. (1) The molecule is CCCNc1[nH]c(=O)n(C)c(=O)c1N=O. The result is 0 (non-inhibitor). (2) The drug is Cc1nc2cnc(Oc3cccc(Cl)c3)nc2n(CCc2ccccc2)c1=O. The result is 0 (non-inhibitor). (3) The drug is Cl.O=C(NCCOC(=O)c1ccc(C(=O)OCCNC(=O)c2cccnc2)s1)c1cccnc1. The result is 1 (inhibitor).